Dataset: Full USPTO retrosynthesis dataset with 1.9M reactions from patents (1976-2016). Task: Predict the reactants needed to synthesize the given product. (1) Given the product [NH2:34][C@@:11]1([CH2:14][C:15]#[C:16][C:17]2[CH:22]=[C:21]([C:23]3[CH:28]=[CH:27][CH:26]=[C:25]([O:29][C:30]([F:33])([F:32])[F:31])[CH:24]=3)[CH:20]=[CH:19][N:18]=2)[CH2:12][CH2:13][N:9]([CH3:8])[C:10]1=[O:42], predict the reactants needed to synthesize it. The reactants are: FC(F)(F)C(O)=O.[CH3:8][N:9]1[CH2:13][CH2:12][C@@:11]([NH:34]C(=O)OC(C)(C)C)([CH2:14][C:15]#[C:16][C:17]2[CH:22]=[C:21]([C:23]3[CH:28]=[CH:27][CH:26]=[C:25]([O:29][C:30]([F:33])([F:32])[F:31])[CH:24]=3)[CH:20]=[CH:19][N:18]=2)[C:10]1=[O:42].C([O-])([O-])=O.[K+].[K+]. (2) Given the product [F:1][C:2]([F:7])([F:6])[C:3]([OH:5])=[O:4].[F:35][C:9]1([F:8])[CH2:14][N:13]([C:15]([C:17]2[S:18][C:19]([CH3:22])=[CH:20][CH:21]=2)=[O:16])[CH2:12][C:11]2([CH2:23][CH2:24][NH:25][CH2:26][CH2:27]2)[O:10]1, predict the reactants needed to synthesize it. The reactants are: [F:1][C:2]([F:7])([F:6])[C:3]([OH:5])=[O:4].[F:8][C:9]1([F:35])[CH2:14][N:13]([C:15]([C:17]2[S:18][C:19]([CH3:22])=[CH:20][CH:21]=2)=[O:16])[CH2:12][C:11]2([CH2:27][CH2:26][N:25](C(OC(C)(C)C)=O)[CH2:24][CH2:23]2)[O:10]1.C1(C)C=CC=CC=1. (3) The reactants are: Cl[C:2]1[CH:7]=[C:6]([NH:8][C:9]2[CH:14]=[N:13][CH:12]=[CH:11][N:10]=2)[N:5]=[C:4]([NH:15][C@H:16]([C:18]2[CH:23]=[CH:22][C:21]([F:24])=[CH:20][CH:19]=2)[CH3:17])[CH:3]=1.[C:25]([C:28]1[CH:33]=[CH:32][C:31](B(O)O)=[CH:30][CH:29]=1)(=[O:27])[NH2:26].C(=O)([O-])[O-].[Cs+].[Cs+].C1(P(C2CCCCC2)C2C=CC=CC=2C2C(OC)=CC=CC=2OC)CCCCC1. Given the product [F:24][C:21]1[CH:22]=[CH:23][C:18]([C@@H:16]([NH:15][C:4]2[CH:3]=[C:2]([C:31]3[CH:32]=[CH:33][C:28]([C:25]([NH2:26])=[O:27])=[CH:29][CH:30]=3)[CH:7]=[C:6]([NH:8][C:9]3[CH:14]=[N:13][CH:12]=[CH:11][N:10]=3)[N:5]=2)[CH3:17])=[CH:19][CH:20]=1, predict the reactants needed to synthesize it. (4) Given the product [CH3:18][C:17]1[NH:20][C:5](=[O:7])[C:4]([CH2:1][C:2]#[CH:3])=[C:10]([OH:12])[N:19]=1, predict the reactants needed to synthesize it. The reactants are: [CH2:1]([CH:4]([C:10]([O:12]CC)=O)[C:5]([O:7]CC)=O)[C:2]#[CH:3].[Na].Cl.[C:17]([NH2:20])(=[NH:19])[CH3:18]. (5) Given the product [F:1][C:2]1[CH:3]=[C:4]([NH:8][C:9](=[O:37])[CH2:10][C:11]2[NH:15][N:14]=[C:13]([NH:16][C:17]3[C:26]4[C:21](=[CH:22][C:23]([C:27]5[CH:36]=[CH:35][C:30]([C:31]([O-:33])=[O:32])=[CH:29][CH:28]=5)=[CH:24][CH:25]=4)[N:20]=[CH:19][N:18]=3)[CH:12]=2)[CH:5]=[CH:6][CH:7]=1.[Na+:39], predict the reactants needed to synthesize it. The reactants are: [F:1][C:2]1[CH:3]=[C:4]([NH:8][C:9](=[O:37])[CH2:10][C:11]2[NH:15][N:14]=[C:13]([NH:16][C:17]3[C:26]4[C:21](=[CH:22][C:23]([C:27]5[CH:36]=[CH:35][C:30]([C:31]([O:33]C)=[O:32])=[CH:29][CH:28]=5)=[CH:24][CH:25]=4)[N:20]=[CH:19][N:18]=3)[CH:12]=2)[CH:5]=[CH:6][CH:7]=1.[OH-].[Na+:39]. (6) The reactants are: [C:1]([C:5]1[CH:10]=[CH:9][C:8]([C:11]2[C:16]([CH3:17])=[CH:15][C:14]([OH:18])=[CH:13][C:12]=2[CH3:19])=[CH:7][CH:6]=1)([CH3:4])([CH3:3])[CH3:2].CO[C:22]([C:24]1[S:25][C:26]([CH:29]([CH2:32]O)[CH2:30][CH3:31])=[CH:27][CH:28]=1)=[O:23].Cl.[CH3:35][O:36][C:37](=[O:41])[CH2:38][CH2:39][NH2:40]. Given the product [CH3:35][O:36][C:37](=[O:41])[CH2:38][CH2:39][NH:40][C:22]([C:24]1[S:25][C:26]([CH:29]([CH2:32][O:18][C:14]2[CH:13]=[C:12]([CH3:19])[C:11]([C:8]3[CH:7]=[CH:6][C:5]([C:1]([CH3:4])([CH3:3])[CH3:2])=[CH:10][CH:9]=3)=[C:16]([CH3:17])[CH:15]=2)[CH2:30][CH3:31])=[CH:27][CH:28]=1)=[O:23], predict the reactants needed to synthesize it. (7) Given the product [CH3:1][O:2][C:3](=[O:4])[NH:5][C@@H:6]([CH:7]([CH3:9])[CH3:8])[C:10]([N:12]1[C@@H:16]([CH3:17])[CH2:15][CH2:14][C@H:13]1[C:18]1[NH:19][C:20]([C:23]2[CH:28]=[C:27]3[CH2:29][O:30][C:31]4[CH:58]=[C:57]5[C:34]([CH:35]=[CH:36][C:37]6[N:41]=[C:40]([C@@H:42]7[CH2:46][C@H:45]([CH2:47][O:48][CH3:49])[CH2:44][N:43]7[C:66](=[O:67])[C@@H:65]([NH:64][C:62]([O:61][CH3:60])=[O:63])[CH:69]([CH3:71])[CH3:70])[NH:39][C:38]=65)=[CH:33][C:32]=4[C:26]3=[CH:25][CH:24]=2)=[CH:21][N:22]=1)=[O:11], predict the reactants needed to synthesize it. The reactants are: [CH3:1][O:2][C:3]([NH:5][C@H:6]([C:10]([N:12]1[C@@H:16]([CH3:17])[CH2:15][CH2:14][C@H:13]1[C:18]1[NH:19][C:20]([C:23]2[CH:28]=[C:27]3[CH2:29][O:30][C:31]4[CH:58]=[C:57]5[C:34]([CH:35]=[CH:36][C:37]6[NH:41][C:40]([C@@H:42]7[CH2:46][C@H:45]([CH2:47][O:48][CH3:49])[CH2:44][N:43]7C(OC(C)(C)C)=O)=[N:39][C:38]=65)=[CH:33][C:32]=4[C:26]3=[CH:25][CH:24]=2)=[CH:21][N:22]=1)=[O:11])[CH:7]([CH3:9])[CH3:8])=[O:4].Cl.[CH3:60][O:61][C:62]([NH:64][CH:65]([CH:69]([CH3:71])[CH3:70])[C:66](O)=[O:67])=[O:63].CN(C(ON1N=NC2C=CC=NC1=2)=[N+](C)C)C.F[P-](F)(F)(F)(F)F.C(N(C(C)C)CC)(C)C. (8) Given the product [C:1]([O:5][C:6](=[O:23])[CH2:7][CH:8]1[C:14]2[CH:15]=[CH:16][CH:17]=[CH:18][C:13]=2[N:12]([CH2:19][C:20]([NH:24][CH2:25][CH:26]2[CH2:27][CH2:28][CH:29]([NH:32][C:33]3[NH:34][C:35]4[CH:41]=[CH:40][CH:39]=[CH:38][C:36]=4[N:37]=3)[CH2:30][CH2:31]2)=[O:21])[CH2:11][CH2:10][CH2:9]1)([CH3:4])([CH3:2])[CH3:3], predict the reactants needed to synthesize it. The reactants are: [C:1]([O:5][C:6](=[O:23])[CH2:7][CH:8]1[C:14]2[CH:15]=[CH:16][CH:17]=[CH:18][C:13]=2[N:12]([CH2:19][C:20](O)=[O:21])[CH2:11][CH2:10][CH2:9]1)([CH3:4])([CH3:3])[CH3:2].[NH2:24][CH2:25][C@H:26]1[CH2:31][CH2:30][C@H:29]([NH:32][C:33]2[NH:37][C:36]3[CH:38]=[CH:39][CH:40]=[CH:41][C:35]=3[N:34]=2)[CH2:28][CH2:27]1.